Task: Predict the reactants needed to synthesize the given product.. Dataset: Full USPTO retrosynthesis dataset with 1.9M reactions from patents (1976-2016) (1) Given the product [NH2:1][C:4]1[CH:5]=[C:6]([CH:9]=[C:10]([NH2:12])[CH:11]=1)[C:7]#[N:8], predict the reactants needed to synthesize it. The reactants are: [N+:1]([C:4]1[CH:5]=[C:6]([CH:9]=[C:10]([N+:12]([O-])=O)[CH:11]=1)[C:7]#[N:8])([O-])=O. (2) Given the product [F:1][CH:2]([F:12])[C:3]1[CH:10]=[C:9]([N:13]2[CH2:18][CH2:17][O:16][CH2:15][CH2:14]2)[CH:8]=[CH:7][C:4]=1[CH:5]=[O:6], predict the reactants needed to synthesize it. The reactants are: [F:1][CH:2]([F:12])[C:3]1[CH:10]=[C:9](F)[CH:8]=[CH:7][C:4]=1[CH:5]=[O:6].[NH:13]1[CH2:18][CH2:17][O:16][CH2:15][CH2:14]1.C([O-])([O-])=O.[K+].[K+]. (3) Given the product [ClH:5].[Br:6][C:7]1[CH:8]=[C:9]([C:13]2([CH:1]([CH3:3])[CH3:2])[C:21]3[C:22](=[CH:23][CH:24]=[CH:25][CH:26]=3)[C:27]([NH2:28])=[N:14]2)[CH:10]=[CH:11][CH:12]=1, predict the reactants needed to synthesize it. The reactants are: [CH:1]([Mg][Cl:5])([CH3:3])[CH3:2].[Br:6][C:7]1[CH:8]=[C:9]([C:13]([C:21]2[CH:26]=[CH:25][CH:24]=[CH:23][C:22]=2[C:27]#[N:28])=[N:14]S(C(C)(C)C)=O)[CH:10]=[CH:11][CH:12]=1. (4) Given the product [C:1]([O:5][C:6](=[O:7])[NH:8][C@@H:9]([C:11]1[CH:16]=[CH:15][CH:14]=[C:13]([N:29]2[CH2:30][CH2:31][N:26]([CH3:25])[CH2:27][CH2:28]2)[CH:12]=1)[CH3:10])([CH3:4])([CH3:3])[CH3:2], predict the reactants needed to synthesize it. The reactants are: [C:1]([O:5][C:6]([NH:8][C@@H:9]([C:11]1[CH:12]=[C:13](OS(C(F)(F)F)(=O)=O)[CH:14]=[CH:15][CH:16]=1)[CH3:10])=[O:7])([CH3:4])([CH3:3])[CH3:2].[CH3:25][N:26]1[CH2:31][CH2:30][NH:29][CH2:28][CH2:27]1.C(P(C(C)(C)C)C1C=CC=CC=1C1C=CC=CC=1)(C)(C)C.P([O-])([O-])([O-])=O.[K+].[K+].[K+]. (5) Given the product [CH2:26]([O:25][C:23](=[O:24])[NH:13][C:12]1[CH:14]=[CH:15][C:9]([CH2:1][C:2]2[CH:3]=[CH:4][C:5]([NH2:6])=[CH:7][CH:8]=2)=[CH:10][CH:11]=1)[C:27]1[CH:32]=[CH:31][CH:30]=[CH:29][CH:28]=1, predict the reactants needed to synthesize it. The reactants are: [CH2:1]([C:9]1[CH:15]=[CH:14][C:12]([NH2:13])=[CH:11][CH:10]=1)[C:2]1[CH:8]=[CH:7][C:5]([NH2:6])=[CH:4][CH:3]=1.C(=O)([O-])[O-].[K+].[K+].Cl[C:23]([O:25][CH2:26][C:27]1[CH:32]=[CH:31][CH:30]=[CH:29][CH:28]=1)=[O:24]. (6) Given the product [CH3:18][N:19]([CH2:16][C:8]1[N:9]=[C:10]2[CH:15]=[CH:14][CH:13]=[CH:12][N:11]2[C:7]=1[C:3]1[CH:2]=[N:1][CH:6]=[CH:5][CH:4]=1)[C@@H:20]1[C:29]2[N:28]=[CH:27][CH:26]=[CH:25][C:24]=2[CH2:23][CH2:22][CH2:21]1, predict the reactants needed to synthesize it. The reactants are: [N:1]1[CH:6]=[CH:5][CH:4]=[C:3]([C:7]2[N:11]3[CH:12]=[CH:13][CH:14]=[CH:15][C:10]3=[N:9][C:8]=2[CH:16]=O)[CH:2]=1.[CH3:18][NH:19][C@@H:20]1[C:29]2[N:28]=[CH:27][CH:26]=[CH:25][C:24]=2[CH2:23][CH2:22][CH2:21]1.CN(CC1N=C2C=CC=CN2C=1C1C=CN=CC=1)[C@@H]1C2N=CC=CC=2CCC1. (7) Given the product [N:12]1[C:11]([N:14]2[CH2:31][CH2:30][CH2:29][C@@:16]3([C:20](=[O:21])[N:19]([C@H:22]4[CH2:27][CH2:26][C@H:25]([OH:28])[CH2:24][CH2:23]4)[CH2:18][CH2:17]3)[CH2:15]2)=[CH:10][CH:9]=[C:8]([C:48]2[CH:47]=[CH:46][N:45]=[CH:44][CH:41]=2)[CH:13]=1, predict the reactants needed to synthesize it. The reactants are: C(=O)([O-])[O-].[Na+].[Na+].Br[C:8]1[CH:9]=[CH:10][C:11]([N:14]2[CH2:31][CH2:30][CH2:29][C@@:16]3([C:20](=[O:21])[N:19]([C@H:22]4[CH2:27][CH2:26][C@H:25]([OH:28])[CH2:24][CH2:23]4)[CH2:18][CH2:17]3)[CH2:15]2)=[N:12][CH:13]=1.O[C@H]1CC[C@H](N2CC[C@:41]3([CH2:48][CH2:47][CH2:46][NH:45][CH2:44]3)C2=O)CC1.N1C=CC(B(O)O)=CC=1.C1(C)C=CC=CC=1.C(O)C. (8) Given the product [O:48]1[C:43]2[CH:42]=[CH:41][CH:46]=[CH:45][C:44]=2[N:47]=[CH:50]1, predict the reactants needed to synthesize it. The reactants are: CC12CC3CC(C)(CC(C4C=C(C56CC7(C)CC(CC(C)(C7)C5)C6)C(O[C:41]5[CH:46]=[CH:45][C:44]([NH2:47])=[C:43]([OH:48])[CH:42]=5)=CC=4O[C:41]4[CH:46]=[CH:45][C:44]([NH2:47])=[C:43]([OH:48])[CH:42]=4)(C3)C1)C2.N1C=CC=C[CH:50]=1.CC12CC3(C45CC6(C)CC(C)(CC(C(Cl)=O)(C6)C4)C5)CC(C)(CC(C(Cl)=O)(C3)C1)C2.C(Cl)(=O)C1C=CC=CC=1. (9) Given the product [N:28]1([C:25]2[CH:26]=[CH:27][C:22]([CH2:21][NH:20][C:18]([N:15]3[CH2:14][CH2:13][CH:12]([NH:11][C:10]4[CH:37]=[CH:38][C:7]([CH2:6][CH2:5][NH:4][CH2:67][C@H:65]([OH:66])[CH2:64][O:63][C:60]5[CH:61]=[CH:62][C:57]([OH:56])=[CH:58][CH:59]=5)=[CH:8][CH:9]=4)[CH2:17][CH2:16]3)=[O:19])=[C:23]([C:33]([F:36])([F:35])[F:34])[CH:24]=2)[CH:32]=[CH:31][CH:30]=[N:29]1, predict the reactants needed to synthesize it. The reactants are: C(O)=O.[NH2:4][CH2:5][CH2:6][C:7]1[CH:38]=[CH:37][C:10]([NH:11][CH:12]2[CH2:17][CH2:16][N:15]([C:18]([NH:20][CH2:21][C:22]3[CH:27]=[CH:26][C:25]([N:28]4[CH:32]=[CH:31][CH:30]=[N:29]4)=[CH:24][C:23]=3[C:33]([F:36])([F:35])[F:34])=[O:19])[CH2:14][CH2:13]2)=[CH:9][CH:8]=1.C([Si]([O:56][C:57]1[CH:62]=[CH:61][C:60]([O:63][CH2:64][CH:65]2[CH2:67][O:66]2)=[CH:59][CH:58]=1)(C1C=CC=CC=1)C1C=CC=CC=1)(C)(C)C.